This data is from NCI-60 drug combinations with 297,098 pairs across 59 cell lines. The task is: Regression. Given two drug SMILES strings and cell line genomic features, predict the synergy score measuring deviation from expected non-interaction effect. (1) Drug 1: C1=NC2=C(N1)C(=S)N=C(N2)N. Drug 2: CCN(CC)CCCC(C)NC1=C2C=C(C=CC2=NC3=C1C=CC(=C3)Cl)OC. Cell line: HOP-62. Synergy scores: CSS=34.7, Synergy_ZIP=-8.10, Synergy_Bliss=-8.43, Synergy_Loewe=-5.04, Synergy_HSA=-3.33. (2) Drug 1: C1=C(C(=O)NC(=O)N1)F. Drug 2: CC1=C2C(C(=O)C3(C(CC4C(C3C(C(C2(C)C)(CC1OC(=O)C(C(C5=CC=CC=C5)NC(=O)OC(C)(C)C)O)O)OC(=O)C6=CC=CC=C6)(CO4)OC(=O)C)O)C)O. Cell line: KM12. Synergy scores: CSS=40.1, Synergy_ZIP=-11.6, Synergy_Bliss=-15.8, Synergy_Loewe=-9.97, Synergy_HSA=-8.94. (3) Drug 1: C1=CC(=C2C(=C1NCCNCCO)C(=O)C3=C(C=CC(=C3C2=O)O)O)NCCNCCO. Drug 2: C1=NNC2=C1C(=O)NC=N2. Cell line: CCRF-CEM. Synergy scores: CSS=65.4, Synergy_ZIP=0.160, Synergy_Bliss=0.446, Synergy_Loewe=-10.7, Synergy_HSA=3.44. (4) Drug 2: CC1=C2C(C(=O)C3(C(CC4C(C3C(C(C2(C)C)(CC1OC(=O)C(C(C5=CC=CC=C5)NC(=O)OC(C)(C)C)O)O)OC(=O)C6=CC=CC=C6)(CO4)OC(=O)C)O)C)O. Drug 1: C1CCN(CC1)CCOC2=CC=C(C=C2)C(=O)C3=C(SC4=C3C=CC(=C4)O)C5=CC=C(C=C5)O. Cell line: MDA-MB-435. Synergy scores: CSS=43.8, Synergy_ZIP=3.65, Synergy_Bliss=2.26, Synergy_Loewe=-44.0, Synergy_HSA=-0.0350.